From a dataset of Experimentally validated miRNA-target interactions with 360,000+ pairs, plus equal number of negative samples. Binary Classification. Given a miRNA mature sequence and a target amino acid sequence, predict their likelihood of interaction. (1) The miRNA is mmu-miR-669b-3p with sequence CAUAUACAUACACACAAACAUAU. The protein sequence of the target gene is MPAPRAPRALAAAAPASGKAKLTHPGKAILAGGLAGGIEICITFPTEYVKTQLQLDERSHPPRYRGIGDCVRQTVRSHGVLGLYRGLSSLLYGSIPKAAVRFGMFEFLSNHMRDAQGRLDSTRGLLCGLGAGVAEAVVVVCPMETIKVKFIHDQTSPNPKYRGFFHGVREIVREQGLKGTYQGLTATVLKQGSNQAIRFFVMTSLRNWYRGDNPNKPMNPLITGVFGAIAGAASVFGNTPLDVIKTRMQGLEAHKYRNTWDCGLQILKKEGLKAFYKGTVPRLGRVCLDVAIVFVIYDEV.... Result: 0 (no interaction). (2) The miRNA is mmu-miR-5123 with sequence UGUAGAUCCAUAUGCCAUGGUGUG. The protein sequence of the target gene is MWTALVLIWIFSLSLSESHAASNDPRNFVPNKMWKGLVKRNASVETVDNKTSEDVTMAAASPVTLTKGTSAAHLNSMEVTTEDTSRTDVSEPATSGGAADGVTSIAPTAVASSTTAASITTAASSMTVASSAPTTAASSTTVASIAPTTAASSMTAASSTPMTLALPAPTSTSTGRTPSTTATGHPSLSTALAQVPKSSALPRTATLATLATRAQTVATTANTSSPMSTRPSPSKHMPSDTAASPVPPMRPQAQGPISQVSVDQPVVNTTNKSTPMPSNTTPEPAPTPTVVTTTKAQARE.... Result: 0 (no interaction). (3) The miRNA is mmu-miR-669n with sequence AUUUGUGUGUGGAUGUGUGU. The protein sequence of the target gene is MKLKKQVTVCGAAIFCVAVFSLYLMLDRVQHDPARHQNGGNFPRSQISVLQNRIEQLEQLLEENHDIISRIKDSVLELTANAEGPPALLPYHTANGSWAVLPEPRPSFFSVSPQDCQFALGGRGQKPELQMLTVSEDLPFDNVEGGVWRQGFDISYSPNDWDTEDLQVFVVPHSHNDPGWIKTFDKYYTEQTQHILNSMVSKLQEDPRRRFLWAEVSFFAKWWDNISAQKRAAVRRLVGNGQLEIATGGWVMPDEANSHYFALVDQLIEGHQWLERNLGATPRSGWAVDPFGHSSTMPYL.... Result: 1 (interaction). (4) The miRNA is hsa-miR-4294 with sequence GGGAGUCUACAGCAGGG. The protein sequence of the target gene is MRLLSFVVLALFAVTQAEEGARLLASKSLLNRYAVEGRDLTLQYNIYNVGSSAALDVELSDDSFPPEDFGIVSGMLNVKWDRIAPASNVSHTVVLRPLKAGYFNFTSATITYLAQEDGPVVIGSTSAPGQGGILAQREFDRRFSPHFLDWAAFGVMTLPSIGIPLLLWYSSKRKYDTPKTKKN. Result: 1 (interaction). (5) The miRNA is hsa-miR-4292 with sequence CCCCUGGGCCGGCCUUGG. The protein sequence of the target gene is MVHSSMGAPEIRMSKPLEAEKQSLDSPSEHTDTERNGPDINHQNPQNKASPFSVSPTGPSTKIKAEDPSGDSAPAAPPPPQPAQPHLPQAQLMLTGSQLAGDIQQLLQLQQLVLVPGHHLQPPAQFLLPQAQQSQPGLLPTPNLFQLPQQTQGALLTSQPRAGLPTQPPKCLEPPSHPEEPSDLEELEQFARTFKQRRIKLGFTQGDVGLAMGKLYGNDFSQTTISRFEALNLSFKNMCKLKPLLEKWLNDAETMSVDSSLPSPNQLSSPSLGFDGLPGRRRKKRTSIETNVRFALEKSF.... Result: 0 (no interaction). (6) The miRNA is cel-miR-75-3p with sequence UUAAAGCUACCAACCGGCUUCA. The protein sequence of the target gene is MELDHMTTGGLHAYPAPRGGPAAKPNVILQIGKCRAEMLEHVRRTHRHLLTEVSKQVERELKGLHRSVGKLENNLDGYVPTGDSQRWKKSIKACLCRCQETIANLERWVKREMHVWREVFYRLERWADRLESMGGKYPVGSEPARHTVSVGVGGPEPYCQEADGYDYTVSPYAITPPPAAGELPEQESVEAQQYQSWGPGEDGQPSPGVDTQIFEDPREFLSHLEEYLRQVGGSEEYWLSQIQNHMNGPAKKWWEFKQGSVKNWVEFKKEFLQYSEGTLSREAIQRELELPQKQGEPLDQ.... Result: 0 (no interaction). (7) The miRNA is hsa-miR-6090 with sequence GGGGAGCGAGGGGCGGGGC. Result: 0 (no interaction). The protein sequence of the target gene is MASSNPPPQPAIGDQLVPGVPGPSSEAEDDPGEAFEFDDSDDEEDTSAALGVPSLAPERDTDPPLIHLDSIPVTDPDPAAAPPGTGVPAWVSNGDAADAAFSGARHSSWKRKSSRRIDRFTFPALEEDVIYDDVPCESPDAHQPGAERNLLYEDAHRAGAPRQAEDLGWSSSEFESYSEDSGEEAKPEVEVEPAKHRVSFQPKLSPDLTRLKERYARTKRDILALRVGGRDMQELKHKYDCKMTQLMKAAKSGTKDGLEKTRMAVMRKVSFLHRKDVLGDSEEEDMGLLEVSVSDIKPPA....